Dataset: Catalyst prediction with 721,799 reactions and 888 catalyst types from USPTO. Task: Predict which catalyst facilitates the given reaction. (1) Reactant: [O-]S([O-])=O.[Na+].[Na+].C([O-])([O-])=O.[Na+].[Na+].[CH3:13][C:14]1[CH:15]=[C:16]([S:21](Cl)(=[O:23])=[O:22])[CH:17]=[C:18]([CH3:20])[CH:19]=1.Cl[CH2:26][C:27]1[N:28]=[C:29]([C:33]2[CH:42]=[CH:41][C:36]([C:37]([O:39][CH3:40])=[O:38])=[CH:35][CH:34]=2)[O:30][C:31]=1[CH3:32]. Product: [CH3:13][C:14]1[CH:15]=[C:16]([S:21]([CH2:26][C:27]2[N:28]=[C:29]([C:33]3[CH:42]=[CH:41][C:36]([C:37]([O:39][CH3:40])=[O:38])=[CH:35][CH:34]=3)[O:30][C:31]=2[CH3:32])(=[O:23])=[O:22])[CH:17]=[C:18]([CH3:20])[CH:19]=1. The catalyst class is: 136. (2) Reactant: Cl.CN(C)CCCN=C=NCC.[CH2:13]([S:18]([NH2:21])(=[O:20])=[O:19])[CH2:14][CH2:15][CH2:16][CH3:17].[Cl:22][C:23]1[CH:24]=[C:25]2[C:29](=[CH:30][CH:31]=1)[N:28]([C:32]1[N:36]([CH3:37])[N:35]=[C:34]([CH3:38])[C:33]=1/[CH:39]=[CH:40]/[C:41](O)=[O:42])[CH:27]=[CH:26]2.Cl. Product: [Cl:22][C:23]1[CH:24]=[C:25]2[C:29](=[CH:30][CH:31]=1)[N:28]([C:32]1[N:36]([CH3:37])[N:35]=[C:34]([CH3:38])[C:33]=1/[CH:39]=[CH:40]/[C:41]([NH:21][S:18]([CH2:13][CH2:14][CH2:15][CH2:16][CH3:17])(=[O:20])=[O:19])=[O:42])[CH:27]=[CH:26]2. The catalyst class is: 594. (3) Reactant: [F:1][C:2]1[CH:7]=[CH:6][C:5]([C:8]2[C:12]([C:13]3[CH:18]=[CH:17][N:16]=[C:15]([NH2:19])[CH:14]=3)=[CH:11][N:10]([CH:20]([CH3:22])[CH3:21])[N:9]=2)=[CH:4][CH:3]=1.C(N(CC)CC)C.[CH:30]1([C:33](Cl)=[O:34])[CH2:32][CH2:31]1. Product: [F:1][C:2]1[CH:3]=[CH:4][C:5]([C:8]2[C:12]([C:13]3[CH:18]=[CH:17][N:16]=[C:15]([NH:19][C:33]([CH:30]4[CH2:32][CH2:31]4)=[O:34])[CH:14]=3)=[CH:11][N:10]([CH:20]([CH3:22])[CH3:21])[N:9]=2)=[CH:6][CH:7]=1. The catalyst class is: 7. (4) Reactant: C(O[CH:4](OCC)[C:5]#[C:6][C:7]1[CH:8]=[C:9]2[C:13](=[CH:14][CH:15]=1)[NH:12][C:11](=[O:16])[CH2:10]2)C.[C:20]1([NH:26][NH2:27])[CH:25]=[CH:24][CH:23]=[CH:22][CH:21]=1.S(=O)(=O)(O)O.C([O-])(O)=O.[Na+]. Product: [C:20]1([N:26]2[C:6]([C:7]3[CH:8]=[C:9]4[C:13](=[CH:14][CH:15]=3)[NH:12][C:11](=[O:16])[CH2:10]4)=[CH:5][CH:4]=[N:27]2)[CH:25]=[CH:24][CH:23]=[CH:22][CH:21]=1. The catalyst class is: 47. (5) The catalyst class is: 19. Product: [OH:8][C:9]1[CH:10]=[CH:11][C:12]([CH:20]([OH:35])[CH2:21][NH:22][C:23]2([CH2:26][C:27]3[CH:28]=[CH:29][C:30]([O:33][CH3:34])=[CH:31][CH:32]=3)[CH2:24][CH2:25]2)=[C:13]2[C:18]=1[NH:17][C:16](=[O:19])[CH:15]=[CH:14]2. Reactant: C([O:8][C:9]1[CH:10]=[CH:11][C:12]([CH:20]([OH:35])[CH2:21][NH:22][C:23]2([CH2:26][C:27]3[CH:32]=[CH:31][C:30]([O:33][CH3:34])=[CH:29][CH:28]=3)[CH2:25][CH2:24]2)=[C:13]2[C:18]=1[NH:17][C:16](=[O:19])[CH:15]=[CH:14]2)C1C=CC=CC=1. (6) Reactant: [CH2:1]([O:3][C:4](=[O:25])[CH2:5][CH2:6][CH2:7][CH2:8][CH2:9][NH:10][C:11]([NH:13][C:14]1[CH:19]=[C:18]([N+:20]([O-:22])=[O:21])[C:17](Br)=[C:16]([CH3:24])[CH:15]=1)=[O:12])[CH3:2].[C:26]([O:30][C:31](=[O:54])[NH:32][C:33]([C:35]1[S:36][C:37]([S:52][CH3:53])=[C:38]([S:40]([C:43]2[CH:48]=[CH:47][CH:46]=[C:45](B(O)O)[CH:44]=2)(=[O:42])=[O:41])[CH:39]=1)=[NH:34])([CH3:29])([CH3:28])[CH3:27].C([O-])([O-])=O.[Na+].[Na+].C(O)C. Product: [CH2:1]([O:3][C:4](=[O:25])[CH2:5][CH2:6][CH2:7][CH2:8][CH2:9][NH:10][C:11]([NH:13][C:14]1[CH:15]=[C:16]([CH3:24])[C:17]([C:47]2[CH:46]=[CH:45][CH:44]=[C:43]([S:40]([C:38]3[CH:39]=[C:35]([C:33]([NH:32][C:31]([O:30][C:26]([CH3:27])([CH3:28])[CH3:29])=[O:54])=[NH:34])[S:36][C:37]=3[S:52][CH3:53])(=[O:41])=[O:42])[CH:48]=2)=[C:18]([N+:20]([O-:22])=[O:21])[CH:19]=1)=[O:12])[CH3:2]. The catalyst class is: 206.